This data is from Full USPTO retrosynthesis dataset with 1.9M reactions from patents (1976-2016). The task is: Predict the reactants needed to synthesize the given product. (1) Given the product [Cl:1][C:2]1[CH:7]=[CH:6][C:5]([CH2:8][C:9]([C:11]2[CH:16]=[CH:15][C:14]([Cl:17])=[CH:13][C:12]=2[Cl:18])=[O:10])=[CH:4][CH:3]=1, predict the reactants needed to synthesize it. The reactants are: [Cl:1][C:2]1[CH:7]=[CH:6][C:5]([CH2:8][CH:9]([C:11]2[CH:16]=[CH:15][C:14]([Cl:17])=[CH:13][C:12]=2[Cl:18])[OH:10])=[CH:4][CH:3]=1.[Cr](O)(O)(=O)=O. (2) Given the product [Cl:24][C:25]1[N:30]=[C:29]([CH2:31][C:6]([C:5]2[CH:10]=[CH:11][CH:12]=[C:3]([N:2]([CH3:1])[CH3:13])[CH:4]=2)=[O:8])[CH:28]=[CH:27][N:26]=1, predict the reactants needed to synthesize it. The reactants are: [CH3:1][N:2]([CH3:13])[C:3]1[CH:4]=[C:5]([CH:10]=[CH:11][CH:12]=1)[C:6]([O:8]C)=O.[Li+].C[Si]([N-][Si](C)(C)C)(C)C.[Cl:24][C:25]1[N:30]=[C:29]([CH3:31])[CH:28]=[CH:27][N:26]=1. (3) Given the product [CH2:21]([N:17]1[C:18]2[C:14](=[CH:13][C:12]([N:8]3[CH2:7][C@H:6]([C:4]([NH2:1])=[O:3])[O:10][C:9]3=[O:11])=[CH:20][CH:19]=2)[CH2:15][C:16]1=[O:23])[CH3:22], predict the reactants needed to synthesize it. The reactants are: [NH3:1].C[O:3][C:4]([C@@H:6]1[O:10][C:9](=[O:11])[N:8]([C:12]2[CH:13]=[C:14]3[C:18](=[CH:19][CH:20]=2)[N:17]([CH2:21][CH3:22])[C:16](=[O:23])[CH2:15]3)[CH2:7]1)=O.